This data is from Peptide-MHC class II binding affinity with 134,281 pairs from IEDB. The task is: Regression. Given a peptide amino acid sequence and an MHC pseudo amino acid sequence, predict their binding affinity value. This is MHC class II binding data. (1) The peptide sequence is EIMKHIVKIEVKGEEAVKKE. The MHC is DRB1_0701 with pseudo-sequence DRB1_0701. The binding affinity (normalized) is 0.490. (2) The peptide sequence is LQSLVSQYFQTVADY. The binding affinity (normalized) is 0.770. The MHC is HLA-DPA10301-DPB10402 with pseudo-sequence HLA-DPA10301-DPB10402. (3) The peptide sequence is FFVLMMLVAPSYGMR. The MHC is DRB1_1101 with pseudo-sequence DRB1_1101. The binding affinity (normalized) is 0.398. (4) The peptide sequence is APTGATTAAAGGYKV. The MHC is DRB1_0701 with pseudo-sequence DRB1_0701. The binding affinity (normalized) is 0.155. (5) The binding affinity (normalized) is 0.354. The MHC is DRB1_1302 with pseudo-sequence DRB1_1302. The peptide sequence is FEQITFMQALQLLLE.